Dataset: Reaction yield outcomes from USPTO patents with 853,638 reactions. Task: Predict the reaction yield, written as a fraction of the theoretical maximum amount of product (1.0 means a 100% yield; for example, 0.34 means a 34% yield). (1) The reactants are [O:1]1[CH2:5][CH2:4][CH2:3][C@@H:2]1[CH2:6][OH:7].[CH3:8][C:9]1[CH:14]=[CH:13][C:12]([S:15](Cl)(=[O:17])=[O:16])=[CH:11][CH:10]=1. The catalyst is C(Cl)Cl.N1C=CC=CC=1. The product is [CH3:8][C:9]1[CH:14]=[CH:13][C:12]([S:15]([O:7][CH2:6][C@H:2]2[CH2:3][CH2:4][CH2:5][O:1]2)(=[O:17])=[O:16])=[CH:11][CH:10]=1. The yield is 0.690. (2) The reactants are Br[C:2]1[CH:7]=[CH:6][CH:5]=[C:4]([CH3:8])[C:3]=1[OH:9].[O:10]1[CH:14]=[CH:13][C:12](B(O)O)=[CH:11]1.C(=O)([O-])[O-].[Na+].[Na+]. The catalyst is C(COC)OC.O. The product is [O:10]1[CH:14]=[CH:13][C:12]([C:2]2[CH:7]=[CH:6][CH:5]=[C:4]([CH3:8])[C:3]=2[OH:9])=[CH:11]1. The yield is 0.260. (3) The reactants are [CH2:1]([N:3]1[C:7]2=[N:8][CH:9]=[C:10]([O:12][CH3:13])[CH:11]=[C:6]2[CH:5]=[C:4]1[C:14]([O:16]CC)=[O:15])[CH3:2].[OH-].[Li+]. The catalyst is C1COCC1.CO.O. The product is [CH2:1]([N:3]1[C:7]2=[N:8][CH:9]=[C:10]([O:12][CH3:13])[CH:11]=[C:6]2[CH:5]=[C:4]1[C:14]([OH:16])=[O:15])[CH3:2]. The yield is 0.600. (4) The reactants are FC(F)(F)S(O[CH2:7][C:8]([F:19])([F:18])[C:9]([F:17])([F:16])[C:10]([F:15])([F:14])[CH:11]([F:13])[F:12])(=O)=O.[C:22](#[N:26])[CH2:23][C:24]#[N:25].C(=O)([O-])[O-].[K+].[K+]. No catalyst specified. The product is [F:19][C:8]([F:18])([C:9]([F:16])([F:17])[C:10]([F:14])([F:15])[CH:11]([F:12])[F:13])[CH2:7][CH:23]([C:22]#[N:26])[C:24]#[N:25]. The yield is 0.650. (5) The reactants are [CH3:1][C:2]1[C:3]2[CH:14]=[CH:13][CH:12]=[CH:11][C:4]=2[S:5][C:6]=1[C:7]([O:9][CH3:10])=[O:8].[Br:15]N1C(=O)CCC1=O.N(C(C)(C)C#N)=NC(C)(C)C#N. The catalyst is C1C=CC=CC=1. The product is [Br:15][CH2:1][C:2]1[C:3]2[CH:14]=[CH:13][CH:12]=[CH:11][C:4]=2[S:5][C:6]=1[C:7]([O:9][CH3:10])=[O:8]. The yield is 0.820. (6) The reactants are [F:1][C:2]1[CH:3]=[C:4]2[C:8](=[CH:9][CH:10]=1)[C:7]([C:15]1[C:23]3[C:18](=[C:19]([NH:24][S:25]([CH3:28])(=[O:27])=[O:26])[CH:20]=[CH:21][CH:22]=3)[NH:17][CH:16]=1)([CH2:11][CH2:12][CH2:13]I)[CH2:6][CH2:5]2.[CH3:29][NH2:30]. The catalyst is O1CCCC1.ClCCl.C(=O)([O-])[O-].[K+].[K+]. The product is [F:1][C:2]1[CH:3]=[C:4]2[C:8](=[CH:9][CH:10]=1)[C:7]([C:15]1[C:23]3[C:18](=[C:19]([NH:24][S:25]([CH3:28])(=[O:27])=[O:26])[CH:20]=[CH:21][CH:22]=3)[NH:17][CH:16]=1)([CH2:11][CH2:12][CH2:13][NH:30][CH3:29])[CH2:6][CH2:5]2. The yield is 0.490. (7) The reactants are [NH2:1][C:2]1[S:6][C:5]([C:7]2[C:12]([F:13])=[CH:11][CH:10]=[CH:9][C:8]=2[F:14])=[N:4][C:3]=1[C:15]([O:17]CC)=[O:16].[CH3:20][C:21]([O:24][C:25](O[C:25]([O:24][C:21]([CH3:23])([CH3:22])[CH3:20])=[O:26])=[O:26])([CH3:23])[CH3:22].C1COCC1.[Li+].[OH-]. The catalyst is C(Cl)Cl.CN(C1C=CN=CC=1)C. The product is [C:21]([O:24][C:25]([NH:1][C:2]1[S:6][C:5]([C:7]2[C:8]([F:14])=[CH:9][CH:10]=[CH:11][C:12]=2[F:13])=[N:4][C:3]=1[C:15]([OH:17])=[O:16])=[O:26])([CH3:23])([CH3:22])[CH3:20]. The yield is 0.250. (8) The reactants are [CH3:1][N:2]([CH3:20])[C:3]([C:5]1[N:14]([CH:15]2[CH2:19][CH2:18][CH2:17][CH2:16]2)[C:8]2[N:9]=[C:10](Cl)[N:11]=[CH:12][C:7]=2[CH:6]=1)=[O:4].C([Si](C)(C)[O:26][C@H:27]1[CH2:31][CH2:30][N:29](/[CH:32]=[CH:33]/[NH:34][C:35](=[NH:38])[CH:36]=[CH2:37])[CH2:28]1)(C)(C)C.CCCC[N+](CCCC)(CCCC)CCCC.[F-]. No catalyst specified. The product is [CH3:1][N:2]([CH3:20])[C:3]([C:5]1[N:14]([CH:15]2[CH2:19][CH2:18][CH2:17][CH2:16]2)[C:8]2[N:9]=[C:10]([NH:38][C:35]3[CH:36]=[CH:37][C:32]([N:29]4[CH2:30][CH2:31][C@H:27]([OH:26])[CH2:28]4)=[CH:33][N:34]=3)[N:11]=[CH:12][C:7]=2[CH:6]=1)=[O:4]. The yield is 0.650. (9) The reactants are [H-].[Li+].C([Al+]CC(C)C)C(C)C.[H-].C([O:16][C:17](=O)[C:18]1[CH:23]=[CH:22][CH:21]=[C:20]([Cl:24])[C:19]=1[O:25][CH2:26][CH2:27][CH3:28])CC. The catalyst is C1COCC1. The product is [Cl:24][C:20]1[C:19]([O:25][CH2:26][CH2:27][CH3:28])=[C:18]([CH2:17][OH:16])[CH:23]=[CH:22][CH:21]=1. The yield is 0.560. (10) The reactants are [F:1][C:2]1[CH:7]=[CH:6][C:5](/[C:8](/[C:21]([NH:23][CH:24]2[CH2:26][CH2:25]2)=[O:22])=[CH:9]\[C:10]2[CH:15]=[CH:14][C:13]([CH:16]=[CH:17][C:18](O)=[O:19])=[CH:12][CH:11]=2)=[CH:4][CH:3]=1.CN(C=O)C.C1C=CC2N(O)N=NC=2C=1.Cl.[CH3:43][O:44][C:45](=[O:54])[C:46]1[CH:51]=[CH:50][C:49]([CH2:52][NH2:53])=[CH:48][CH:47]=1.C(N(CC)CC)C. The catalyst is O. The product is [CH:24]1([NH:23][C:21](=[O:22])/[C:8](/[C:5]2[CH:4]=[CH:3][C:2]([F:1])=[CH:7][CH:6]=2)=[CH:9]/[C:10]2[CH:15]=[CH:14][C:13]([CH:16]=[CH:17][C:18]([NH:53][CH2:52][C:49]3[CH:50]=[CH:51][C:46]([C:45]([O:44][CH3:43])=[O:54])=[CH:47][CH:48]=3)=[O:19])=[CH:12][CH:11]=2)[CH2:25][CH2:26]1. The yield is 0.535.